Predict the product of the given reaction. From a dataset of Forward reaction prediction with 1.9M reactions from USPTO patents (1976-2016). (1) The product is: [Si:1]([O:8][CH2:9][CH:10]1[CH2:15][CH2:14][CH2:13][N:12]([C:16]2[CH:27]=[CH:26][CH:25]=[CH:24][C:17]=2[CH2:18][CH2:19][C:20]([O:22][CH3:23])=[O:21])[CH2:11]1)([C:4]([CH3:7])([CH3:6])[CH3:5])([CH3:2])[CH3:3]. Given the reactants [Si:1]([O:8][CH2:9][CH:10]1[CH2:15][CH2:14][CH2:13][N:12]([C:16]2[CH:27]=[CH:26][CH:25]=[CH:24][C:17]=2/[CH:18]=[CH:19]/[C:20]([O:22][CH3:23])=[O:21])[CH2:11]1)([C:4]([CH3:7])([CH3:6])[CH3:5])([CH3:3])[CH3:2].[H][H], predict the reaction product. (2) Given the reactants [I:1]I.I([O-])(=O)(=O)=O.[Na+].[CH3:9][O:10][C:11]([C:13]1[NH:14][C:15]2[C:20]([C:21]=1[Cl:22])=[CH:19][CH:18]=[CH:17][C:16]=2[C:23]([F:26])([F:25])[F:24])=[O:12], predict the reaction product. The product is: [CH3:9][O:10][C:11]([C:13]1[NH:14][C:15]2[C:20]([C:21]=1[Cl:22])=[CH:19][C:18]([I:1])=[CH:17][C:16]=2[C:23]([F:26])([F:24])[F:25])=[O:12]. (3) Given the reactants [NH2:1]/[C:2](/[CH3:18])=[C:3](/[CH2:16][CH3:17])\[C:4]([NH:6][CH2:7][CH2:8][C:9]1[CH:14]=[CH:13][CH:12]=[CH:11][C:10]=1[F:15])=[O:5].[F:19][C:20]1[C:21]([OH:29])=[C:22]([CH:26]=[CH:27][CH:28]=1)[C:23](O)=[O:24].C(Cl)CCl.C1C=CC2N(O)N=NC=2C=1, predict the reaction product. The product is: [F:19][C:20]1[C:21]([OH:29])=[C:22]([CH:26]=[CH:27][CH:28]=1)[C:23]([NH:1]/[C:2](/[CH3:18])=[C:3](\[C:4]([NH:6][CH2:7][CH2:8][C:9]1[CH:14]=[CH:13][CH:12]=[CH:11][C:10]=1[F:15])=[O:5])/[CH2:16][CH3:17])=[O:24]. (4) Given the reactants Br[C:2]1[CH:9]=[CH:8][CH:7]=[C:6]([F:10])[C:3]=1[C:4]#[N:5].[F:11][C:12]1[CH:17]=[CH:16][C:15]([N+:18]([O-:20])=[O:19])=[CH:14][C:13]=1B1OC(C)(C)C(C)(C)O1, predict the reaction product. The product is: [F:10][C:6]1[CH:7]=[CH:8][CH:9]=[C:2]([C:13]2[CH:14]=[C:15]([N+:18]([O-:20])=[O:19])[CH:16]=[CH:17][C:12]=2[F:11])[C:3]=1[C:4]#[N:5]. (5) Given the reactants [CH:1]1([C:6]2([CH2:26][CH2:27][C:28]3[CH:44]=[CH:43][C:31]([O:32][CH2:33][CH2:34][NH:35]C(=O)OC(C)(C)C)=[C:30]([CH2:45][CH3:46])[CH:29]=3)[CH2:11][C:10]([OH:12])=[C:9]([CH2:13][C:14]3[N:24]=[C:17]4[N:18]=[C:19]([CH3:23])[CH:20]=[C:21]([CH3:22])[N:16]4[N:15]=3)[C:8](=[O:25])[O:7]2)[CH2:5][CH2:4][CH2:3][CH2:2]1, predict the reaction product. The product is: [NH2:35][CH2:34][CH2:33][O:32][C:31]1[CH:43]=[CH:44][C:28]([CH2:27][CH2:26][C:6]2([CH:1]3[CH2:2][CH2:3][CH2:4][CH2:5]3)[O:7][C:8](=[O:25])[C:9]([CH2:13][C:14]3[N:24]=[C:17]4[N:18]=[C:19]([CH3:23])[CH:20]=[C:21]([CH3:22])[N:16]4[N:15]=3)=[C:10]([OH:12])[CH2:11]2)=[CH:29][C:30]=1[CH2:45][CH3:46]. (6) Given the reactants [F:1][C:2]1[CH:7]=[CH:6][CH:5]=[C:4]([F:8])[C:3]=1[N:9]1[C:14]2[N:15]=[C:16](S(C)(=O)=O)[N:17]=[C:18]([C:19]3[CH:24]=[CH:23][C:22]([F:25])=[CH:21][C:20]=3[CH3:26])[C:13]=2[CH:12]=[CH:11][C:10]1=[O:31].[NH2:32][C@H:33]([CH3:36])[CH2:34][OH:35], predict the reaction product. The product is: [F:25][C:22]1[CH:23]=[CH:24][C:19]([C:18]2[C:13]3[CH:12]=[CH:11][C:10](=[O:31])[N:9]([C:3]4[C:2]([F:1])=[CH:7][CH:6]=[CH:5][C:4]=4[F:8])[C:14]=3[N:15]=[C:16]([NH:32][C@H:33]([CH3:36])[CH2:34][OH:35])[N:17]=2)=[C:20]([CH3:26])[CH:21]=1. (7) Given the reactants [NH:1]1[CH:5]=[CH:4][CH:3]=[C:2]1[C:6]1[O:10][N:9]=[C:8]([C:11]2[CH:12]=[N:13][CH:14]=[CH:15][CH:16]=2)[N:7]=1.[CH3:17][Si](C)(C)[N-][Si](C)(C)C.[Na+].IC, predict the reaction product. The product is: [CH3:17][N:1]1[CH:5]=[CH:4][CH:3]=[C:2]1[C:6]1[O:10][N:9]=[C:8]([C:11]2[CH:12]=[N:13][CH:14]=[CH:15][CH:16]=2)[N:7]=1. (8) Given the reactants [C:1]1([Li])[CH:6]=[CH:5][CH:4]=[CH:3][CH:2]=1.C([N:15]1[CH2:20][CH2:19][C:18](=O)[CH:17]([CH3:22])[CH2:16]1)C1C=CC=CC=1.[OH-].[Na+].ClC(OC(Cl)C)=O, predict the reaction product. The product is: [CH3:22][C:17]1[CH2:16][NH:15][CH2:20][CH2:19][C:18]=1[C:1]1[CH:6]=[CH:5][CH:4]=[CH:3][CH:2]=1. (9) The product is: [CH3:16][O:11][CH:8]1[CH2:9][CH2:10][C:5]2([O:4][CH2:3][CH2:2][O:1]2)[CH2:6][CH2:7]1. Given the reactants [O:1]1[C:5]2([CH2:10][CH2:9][CH:8]([OH:11])[CH2:7][CH2:6]2)[O:4][CH2:3][CH2:2]1.[H-].[Na+].IC.[C:16](OCC)(=O)C.CCCCCC, predict the reaction product.